This data is from NCI-60 drug combinations with 297,098 pairs across 59 cell lines. The task is: Regression. Given two drug SMILES strings and cell line genomic features, predict the synergy score measuring deviation from expected non-interaction effect. Drug 2: CC1C(C(CC(O1)OC2CC(CC3=C2C(=C4C(=C3O)C(=O)C5=CC=CC=C5C4=O)O)(C(=O)C)O)N)O. Drug 1: COC1=CC(=CC(=C1O)OC)C2C3C(COC3=O)C(C4=CC5=C(C=C24)OCO5)OC6C(C(C7C(O6)COC(O7)C8=CC=CS8)O)O. Cell line: HCT116. Synergy scores: CSS=44.2, Synergy_ZIP=-8.08, Synergy_Bliss=-11.6, Synergy_Loewe=-8.68, Synergy_HSA=-7.12.